Dataset: Forward reaction prediction with 1.9M reactions from USPTO patents (1976-2016). Task: Predict the product of the given reaction. (1) Given the reactants [CH:1]([S:4](Cl)(=[O:6])=[O:5])([CH3:3])[CH3:2].[CH3:8][C:9]1[N:13]([C:14]2[CH:19]=[CH:18][C:17]([C:20]([F:23])([F:22])[F:21])=[CH:16][N:15]=2)[N:12]=[CH:11][C:10]=1[C:24]([NH:26][C:27]1[CH:28]=[N:29][C:30]([C:34]2[CH2:35][CH2:36][NH:37][CH2:38][CH:39]=2)=[C:31]([CH3:33])[CH:32]=1)=[O:25].C(=O)([O-])[O-].[K+].[K+].O, predict the reaction product. The product is: [CH3:8][C:9]1[N:13]([C:14]2[CH:19]=[CH:18][C:17]([C:20]([F:22])([F:23])[F:21])=[CH:16][N:15]=2)[N:12]=[CH:11][C:10]=1[C:24]([NH:26][C:27]1[CH:28]=[N:29][C:30]([C:34]2[CH2:35][CH2:36][N:37]([S:4]([CH:1]([CH3:3])[CH3:2])(=[O:6])=[O:5])[CH2:38][CH:39]=2)=[C:31]([CH3:33])[CH:32]=1)=[O:25]. (2) Given the reactants C(O[C:6]([N:8]1[CH2:13][CH2:12][C@@H:11]([O:14][CH3:15])[C@@H:10]([F:16])[CH2:9]1)=O)(C)(C)C.ClC1[N:23]=[C:22]([NH2:24])[CH:21]=[CH:20][N:19]=1.C(N(CC)CC)C.C(OCC)(=O)C, predict the reaction product. The product is: [F:16][C@@H:10]1[C@H:11]([O:14][CH3:15])[CH2:12][CH2:13][N:8]([C:6]2[N:23]=[C:22]([NH2:24])[CH:21]=[CH:20][N:19]=2)[CH2:9]1. (3) The product is: [N+:1]([C:4]1[CH:5]=[C:6]([CH:10]=[CH:11][C:12]=1[C:13]([F:14])([F:15])[F:16])[C:7]([O:9][CH2:22][CH3:23])=[O:8])([O-:3])=[O:2]. Given the reactants [N+:1]([C:4]1[CH:5]=[C:6]([CH:10]=[CH:11][C:12]=1[C:13]([F:16])([F:15])[F:14])[C:7]([OH:9])=[O:8])([O-:3])=[O:2].S(=O)(=O)(O)O.[CH2:22](O)[CH3:23], predict the reaction product. (4) Given the reactants [NH2:1][C:2]1[N:7]=[C:6]([C:8]([F:11])([F:10])[F:9])[C:5]([C:12]2[CH:17]=[C:16]([N:18]3[C@@H:22]([CH3:23])[C@@H:21]([CH2:24][CH2:25][O:26][Si](C(C)(C)C)(C4C=CC=CC=4)C4C=CC=CC=4)[O:20][C:19]3=[O:44])[N:15]=[C:14]([N:45]3[CH2:50][CH2:49][O:48][CH2:47][CH2:46]3)[N:13]=2)=[CH:4][N:3]=1.CCCC[N+](CCCC)(CCCC)CCCC.[F-], predict the reaction product. The product is: [NH2:1][C:2]1[N:7]=[C:6]([C:8]([F:11])([F:10])[F:9])[C:5]([C:12]2[CH:17]=[C:16]([N:18]3[C@@H:22]([CH3:23])[C@@H:21]([CH2:24][CH2:25][OH:26])[O:20][C:19]3=[O:44])[N:15]=[C:14]([N:45]3[CH2:46][CH2:47][O:48][CH2:49][CH2:50]3)[N:13]=2)=[CH:4][N:3]=1. (5) Given the reactants ClC1C=CC(O)=C(CC2SC=C(C(O)=O)N=2)C=1.C1(C[O:25][C:26]2[CH:31]=[CH:30][C:29]([C:32]([F:35])([F:34])[F:33])=[CH:28][C:27]=2[CH2:36][C:37]2[S:38][CH:39]=[C:40]([C:42]([O:44]CC)=[O:43])[N:41]=2)C=CC=CC=1, predict the reaction product. The product is: [OH:25][C:26]1[CH:31]=[CH:30][C:29]([C:32]([F:33])([F:34])[F:35])=[CH:28][C:27]=1[CH2:36][C:37]1[S:38][CH:39]=[C:40]([C:42]([OH:44])=[O:43])[N:41]=1. (6) Given the reactants [CH2:1]([O:8][CH2:9][C@H:10]([NH:27][C:28]([O:30][C:31]([CH3:34])([CH3:33])[CH3:32])=[O:29])[C:11]([NH:13][C@@H:14]([CH2:18][C:19]1[CH:24]=[CH:23][C:22]([O:25][CH3:26])=[CH:21][CH:20]=1)[C:15](O)=[O:16])=[O:12])[C:2]1[CH:7]=[CH:6][CH:5]=[CH:4][CH:3]=1.CN(C(ON1N=NC2C=CC=NC1=2)=[N+](C)C)C.F[P-](F)(F)(F)(F)F.OC(C(F)(F)F)=O.[NH2:66][C@@H:67]([CH2:74][C:75]1[CH:80]=[CH:79][CH:78]=[CH:77][CH:76]=1)[C:68]([C@@:70]1([CH3:73])[CH2:72][O:71]1)=[O:69].CCN(C(C)C)C(C)C, predict the reaction product. The product is: [CH2:1]([O:8][CH2:9][C@H:10]([NH:27][C:28](=[O:29])[O:30][C:31]([CH3:33])([CH3:34])[CH3:32])[C:11]([NH:13][C@@H:14]([CH2:18][C:19]1[CH:20]=[CH:21][C:22]([O:25][CH3:26])=[CH:23][CH:24]=1)[C:15]([NH:66][C@@H:67]([CH2:74][C:75]1[CH:80]=[CH:79][CH:78]=[CH:77][CH:76]=1)[C:68]([C@@:70]1([CH3:73])[CH2:72][O:71]1)=[O:69])=[O:16])=[O:12])[C:2]1[CH:3]=[CH:4][CH:5]=[CH:6][CH:7]=1. (7) Given the reactants Br[C:2]1[CH:3]=[CH:4][C:5]([CH3:18])=[C:6]([N:8]2[C:12]3=[N:13][CH:14]=[N:15][C:16]([OH:17])=[C:11]3[CH:10]=[N:9]2)[CH:7]=1.CC1(C)C2C=CC=C(P(C3C=CC=CC=3)C3C=CC=CC=3)C=2OC2C1=CC=CC=2P(C1C=CC=CC=1)C1C=CC=CC=1.[CH3:61][N:62](C=O)C, predict the reaction product. The product is: [OH:17][C:16]1[N:15]=[CH:14][N:13]=[C:12]2[N:8]([C:6]3[CH:7]=[C:2]([CH:3]=[CH:4][C:5]=3[CH3:18])[C:61]#[N:62])[N:9]=[CH:10][C:11]=12.